From a dataset of Full USPTO retrosynthesis dataset with 1.9M reactions from patents (1976-2016). Predict the reactants needed to synthesize the given product. Given the product [CH3:12][NH:11][S:10]([C:8]1[CH:7]=[CH:6][C:5]([O:15][CH2:16][C:17]([F:19])([F:18])[F:20])=[C:4]([CH:9]=1)[C:3]([OH:21])=[O:2])(=[O:13])=[O:14], predict the reactants needed to synthesize it. The reactants are: C[O:2][C:3](=[O:21])[C:4]1[CH:9]=[C:8]([S:10](=[O:14])(=[O:13])[NH:11][CH3:12])[CH:7]=[CH:6][C:5]=1[O:15][CH2:16][C:17]([F:20])([F:19])[F:18].[OH-].[Na+].